Dataset: Forward reaction prediction with 1.9M reactions from USPTO patents (1976-2016). Task: Predict the product of the given reaction. (1) Given the reactants C([C@H]1COC(=O)N1[C:14](=[O:22])[CH2:15][C@H:16]([CH3:21])[C:17]([F:20])([F:19])[F:18])C1C=CC=CC=1.FF.CO.[Li+].[BH4-].[OH-].[Na+], predict the reaction product. The product is: [F:18][C:17]([F:20])([F:19])[C@@H:16]([CH3:21])[CH2:15][CH2:14][OH:22]. (2) Given the reactants [H-].[H-].[H-].[H-].[Li+].[Al+3].[Al+3].[Cl-].[Cl-].[Cl-].[CH:11]([C:14]1([CH2:25][O:26][CH3:27])[CH2:19][O:18][C:17]2([CH2:24][CH2:23][CH2:22][CH2:21][CH2:20]2)[O:16][CH2:15]1)([CH3:13])[CH3:12].[OH-].[Na+].S([O-])([O-])(=O)=O.[Na+].[Na+], predict the reaction product. The product is: [CH:17]1([O:16][CH2:15][C:14]([CH2:25][O:26][CH3:27])([CH:11]([CH3:13])[CH3:12])[CH2:19][OH:18])[CH2:24][CH2:23][CH2:22][CH2:21][CH2:20]1.